Dataset: Full USPTO retrosynthesis dataset with 1.9M reactions from patents (1976-2016). Task: Predict the reactants needed to synthesize the given product. (1) Given the product [CH2:31]([O:30][C:26]1[CH:25]=[C:24]([CH:29]=[CH:28][CH:27]=1)[C:22]([C:21]1[CH:20]=[CH:19][C:18]([NH:1][C:2]2[N:7]=[C:6]([C:8]3[N:12]4[CH:13]=[CH:14][CH:15]=[CH:16][C:11]4=[N:10][CH:9]=3)[CH:5]=[CH:4][N:3]=2)=[CH:34][CH:33]=1)=[O:23])[CH3:32], predict the reactants needed to synthesize it. The reactants are: [NH2:1][C:2]1[N:7]=[C:6]([C:8]2[N:12]3[CH:13]=[CH:14][CH:15]=[CH:16][C:11]3=[N:10][CH:9]=2)[CH:5]=[CH:4][N:3]=1.Br[C:18]1[CH:34]=[CH:33][C:21]([C:22]([C:24]2[CH:29]=[CH:28][CH:27]=[C:26]([O:30][CH2:31][CH3:32])[CH:25]=2)=[O:23])=[CH:20][CH:19]=1. (2) Given the product [C:1]([NH:5][C:6]1[N:7]=[C:8]([NH:20][C:21]2[CH:26]=[C:25]([CH2:27][CH3:28])[N:24]=[CH:23][N:22]=2)[CH:9]=[C:10]2[C:15]=1[C:14](=[O:16])[N:13]([CH2:17][CH2:18][OH:19])[CH:12]=[CH:11]2)([CH3:4])([CH3:3])[CH3:2], predict the reactants needed to synthesize it. The reactants are: [C:1]([NH:5][C:6]1[N:7]=[C:8]([NH:20][C:21]2[CH:26]=[C:25]([CH:27]=[CH2:28])[N:24]=[CH:23][N:22]=2)[CH:9]=[C:10]2[C:15]=1[C:14](=[O:16])[N:13]([CH2:17][CH2:18][OH:19])[CH:12]=[CH:11]2)([CH3:4])([CH3:3])[CH3:2]. (3) Given the product [I:26][C:25]1[C:3]([C:28]([O:30][CH3:31])=[O:29])=[C:1]([O:33][CH3:32])[N:4]=[CH:5][CH:7]=1, predict the reactants needed to synthesize it. The reactants are: [CH:1]([NH:4][CH:5]([CH3:7])C)([CH3:3])C.CCCCCC.C([Li])CCC.FC1[C:25]([I:26])=CC=CN=1.Cl[C:28]([O:30][CH3:31])=[O:29].[CH3:32][O-:33].[Na+]. (4) Given the product [ClH:31].[CH3:1][N:2]1[CH:6]=[C:5]([NH:7][C:8]([C:10]2[N:11]([CH3:27])[CH:12]=[C:13]([NH:15][C:16]([C:18]3[N:19]([CH3:26])[CH:20]=[C:21]([N+:23]([O-:25])=[O:24])[CH:22]=3)=[O:17])[CH:14]=2)=[O:9])[CH:4]=[C:3]1[C:28]([NH:33][CH2:34][CH2:35][NH:36][C:37]([NH2:39])=[NH:38])=[O:29], predict the reactants needed to synthesize it. The reactants are: [CH3:1][N:2]1[CH:6]=[C:5]([NH:7][C:8]([C:10]2[N:11]([CH3:27])[CH:12]=[C:13]([NH:15][C:16]([C:18]3[N:19]([CH3:26])[CH:20]=[C:21]([N+:23]([O-:25])=[O:24])[CH:22]=3)=[O:17])[CH:14]=2)=[O:9])[CH:4]=[C:3]1[C:28](O)=[O:29].[ClH:31].Cl.[NH2:33][CH2:34][CH2:35][NH:36][C:37]([NH2:39])=[NH:38].O.ON1C2C=CC=CC=2N=N1.C(=O)(O)[O-].[Na+]. (5) Given the product [S:12]1[C:13]([CH:34]([C:24]2[CH:23]=[C:22]([Br:21])[C:31]3[C:26](=[CH:27][CH:28]=[CH:29][CH:30]=3)[C:25]=2[O:32][CH3:33])[OH:35])=[CH:14][C:15]2[CH:20]=[CH:19][CH:18]=[CH:17][C:16]1=2, predict the reactants needed to synthesize it. The reactants are: CCCCCC.C([Li])CCC.[S:12]1[C:16]2[CH:17]=[CH:18][CH:19]=[CH:20][C:15]=2[CH:14]=[CH:13]1.[Br:21][C:22]1[C:31]2[C:26](=[CH:27][CH:28]=[CH:29][CH:30]=2)[C:25]([O:32][CH3:33])=[C:24]([CH:34]=[O:35])[CH:23]=1.[Cl-].[NH4+]. (6) Given the product [CH2:26]([N:10]1[C:9]2[N:8]=[C:7]([CH2:6][C:5]3[CH:4]=[CH:3][C:2]([NH:1][S:41]([C:35]4[CH:36]=[C:37]([CH3:40])[CH:38]=[CH:39][C:34]=4[O:33][CH3:32])(=[O:43])=[O:42])=[CH:31][CH:30]=3)[NH:15][C:14]=2[C:13](=[O:16])[N:12]([CH2:17][C:18]2[CH:23]=[CH:22][CH:21]=[CH:20][C:19]=2[F:24])[C:11]1=[O:25])[CH2:27][CH2:28][CH3:29], predict the reactants needed to synthesize it. The reactants are: [NH2:1][C:2]1[CH:31]=[CH:30][C:5]([CH2:6][C:7]2[NH:15][C:14]3[C:13](=[O:16])[N:12]([CH2:17][C:18]4[CH:23]=[CH:22][CH:21]=[CH:20][C:19]=4[F:24])[C:11](=[O:25])[N:10]([CH2:26][CH2:27][CH2:28][CH3:29])[C:9]=3[N:8]=2)=[CH:4][CH:3]=1.[CH3:32][O:33][C:34]1[CH:39]=[CH:38][C:37]([CH3:40])=[CH:36][C:35]=1[S:41](Cl)(=[O:43])=[O:42]. (7) Given the product [CH3:28][N:29]([CH3:39])[C:30]1[N:31]([C:2]2[N:3]=[C:4]([N:22]3[CH2:23][CH2:24][O:25][CH2:26][CH2:27]3)[C:5]3[N:11]=[C:10]([CH2:12][CH:13]4[CH2:14][CH2:15][N:16]([C:19](=[O:21])[CH3:20])[CH2:17][CH2:18]4)[CH:9]=[CH:8][C:6]=3[N:7]=2)[C:32]2[CH:38]=[CH:37][CH:36]=[CH:35][C:33]=2[N:34]=1, predict the reactants needed to synthesize it. The reactants are: Cl[C:2]1[N:3]=[C:4]([N:22]2[CH2:27][CH2:26][O:25][CH2:24][CH2:23]2)[C:5]2[N:11]=[C:10]([CH2:12][CH:13]3[CH2:18][CH2:17][N:16]([C:19](=[O:21])[CH3:20])[CH2:15][CH2:14]3)[CH:9]=[CH:8][C:6]=2[N:7]=1.[CH3:28][N:29]([CH3:39])[C:30]1[NH:34][C:33]2[CH:35]=[CH:36][CH:37]=[CH:38][C:32]=2[N:31]=1. (8) Given the product [OH:16][CH:17]([C:22]1[CH:27]=[CH:26][CH:25]=[CH:24][CH:23]=1)[CH2:18][C:19]([N:13]1[CH2:14][CH2:15][C:10]2[NH:9][N:8]=[C:7]([C:1]3[CH:2]=[CH:3][CH:4]=[CH:5][CH:6]=3)[C:11]=2[CH2:12]1)=[O:20], predict the reactants needed to synthesize it. The reactants are: [C:1]1([C:7]2[C:11]3[CH2:12][NH:13][CH2:14][CH2:15][C:10]=3[NH:9][N:8]=2)[CH:6]=[CH:5][CH:4]=[CH:3][CH:2]=1.[OH:16][CH:17]([C:22]1[CH:27]=[CH:26][CH:25]=[CH:24][CH:23]=1)[CH2:18][C:19](O)=[O:20].CN(C(ON1N=NC2C=CC=NC1=2)=[N+](C)C)C.F[P-](F)(F)(F)(F)F.CCN(C(C)C)C(C)C. (9) The reactants are: [Cl:1][C:2]1[CH:14]=[CH:13][CH:12]=[C:11]([Cl:15])[C:3]=1[CH2:4][N:5]1[CH2:10][CH2:9][NH:8][CH2:7][CH2:6]1.[O:16]=[C:17]1[C:21]([C:28]2[CH:33]=[CH:32][CH:31]=[CH:30][CH:29]=2)([C:22]2[CH:27]=[CH:26][CH:25]=[CH:24][CH:23]=2)[CH2:20][CH2:19][N:18]1[CH2:34][C:35](O)=[O:36].C(N(C(C)C)CC)(C)C. Given the product [Cl:1][C:2]1[CH:14]=[CH:13][CH:12]=[C:11]([Cl:15])[C:3]=1[CH2:4][N:5]1[CH2:6][CH2:7][N:8]([C:35](=[O:36])[CH2:34][N:18]2[CH2:19][CH2:20][C:21]([C:22]3[CH:27]=[CH:26][CH:25]=[CH:24][CH:23]=3)([C:28]3[CH:33]=[CH:32][CH:31]=[CH:30][CH:29]=3)[C:17]2=[O:16])[CH2:9][CH2:10]1, predict the reactants needed to synthesize it.